From a dataset of Full USPTO retrosynthesis dataset with 1.9M reactions from patents (1976-2016). Predict the reactants needed to synthesize the given product. (1) Given the product [F:1][C:2]([F:46])([F:45])[C:3]1[CH:4]=[C:5]([CH:38]=[C:39]([C:41]([F:44])([F:43])[F:42])[CH:40]=1)[CH2:6][N:7]([CH2:14][C:15]1[CH:20]=[C:19]([C:21]([F:24])([F:23])[F:22])[CH:18]=[CH:17][C:16]=1[C@H:25]([N:29]1[CH2:34][CH2:33][CH:32]([C:62]([NH2:66])=[O:65])[CH2:31][CH2:30]1)[CH:26]([CH3:28])[CH3:27])[C:8]1[N:9]=[N:10][N:11]([CH3:13])[N:12]=1, predict the reactants needed to synthesize it. The reactants are: [F:1][C:2]([F:46])([F:45])[C:3]1[CH:4]=[C:5]([CH:38]=[C:39]([C:41]([F:44])([F:43])[F:42])[CH:40]=1)[CH2:6][N:7]([CH2:14][C:15]1[CH:20]=[C:19]([C:21]([F:24])([F:23])[F:22])[CH:18]=[CH:17][C:16]=1[C@H:25]([N:29]1[CH2:34][CH2:33][CH:32](C(O)=O)[CH2:31][CH2:30]1)[CH:26]([CH3:28])[CH3:27])[C:8]1[N:9]=[N:10][N:11]([CH3:13])[N:12]=1.C(OC(OC(C)(C)C)=O)(OC(C)(C)C)=O.[C:62](=[O:65])([O-])[O-].[NH4+:66].[NH4+].C(=O)(O)[O-].[Na+]. (2) Given the product [CH3:13][CH:12]([CH3:14])[CH2:11][CH:7]([C:8](=[O:10])[NH:26][CH2:25][C:24]1[CH:23]=[CH:22][C:21]([C:19]2[N:18]=[N:17][S:16][CH:20]=2)=[CH:28][CH:27]=1)[CH2:6][C:4]([O:3][CH2:1][CH3:2])=[O:5], predict the reactants needed to synthesize it. The reactants are: [CH2:1]([O:3][C:4]([CH2:6][CH:7]([CH2:11][CH:12]([CH3:14])[CH3:13])[C:8]([OH:10])=O)=[O:5])[CH3:2].Cl.[S:16]1[CH:20]=[C:19]([C:21]2[CH:28]=[CH:27][C:24]([CH2:25][NH2:26])=[CH:23][CH:22]=2)[N:18]=[N:17]1.C1C=CC2N(O)N=NC=2C=1.C(Cl)CCl.CN1CCOCC1.